This data is from Retrosynthesis with 50K atom-mapped reactions and 10 reaction types from USPTO. The task is: Predict the reactants needed to synthesize the given product. (1) Given the product COC(=O)c1cn(-c2ccccc2C#N)cn1, predict the reactants needed to synthesize it. The reactants are: COC(=O)c1c[nH]cn1.N#Cc1ccccc1I. (2) The reactants are: CC(=O)c1ccc(N)cc1.OCCO. Given the product CC1(c2ccc(N)cc2)OCCO1, predict the reactants needed to synthesize it. (3) Given the product Cc1onc(-c2ccc(F)c(F)c2)c1COc1ccc(C(=O)NCC(C)(C)CO)cn1, predict the reactants needed to synthesize it. The reactants are: CC(C)(CN)CO.COC(=O)c1ccc(OCc2c(-c3ccc(F)c(F)c3)noc2C)nc1. (4) Given the product O=C(c1ccc(-c2ccc(OCC3CCN(CC4(C(F)(F)F)CCC4)CC3)cc2F)c(F)c1)N1CCC[C@@H]1CO, predict the reactants needed to synthesize it. The reactants are: O=C(O)c1ccc(-c2ccc(OCC3CCN(CC4(C(F)(F)F)CCC4)CC3)cc2F)c(F)c1.OC[C@H]1CCCN1. (5) The reactants are: Fc1ccc2c(C3CCNCC3)noc2c1.O=C1NCCN1CCCl. Given the product O=C1NCCN1CCN1CCC(c2noc3cc(F)ccc23)CC1, predict the reactants needed to synthesize it. (6) Given the product CC(O)c1ccc2c(c1)OCO2, predict the reactants needed to synthesize it. The reactants are: CC(=O)c1ccc2c(c1)OCO2. (7) Given the product CC(C)(C)C(=O)NCc1ccc(Cl)c(Nc2nc3cc(C(=O)N[C@H]4CC[C@H](C(F)(F)F)CC4)c(OCC(F)F)cc3[nH]2)c1Cl, predict the reactants needed to synthesize it. The reactants are: CC(C)(C)C(=O)NCc1ccc(Cl)c(N=C=S)c1Cl.Nc1cc(OCC(F)F)c(C(=O)N[C@H]2CC[C@H](C(F)(F)F)CC2)cc1N.